This data is from NCI-60 drug combinations with 297,098 pairs across 59 cell lines. The task is: Regression. Given two drug SMILES strings and cell line genomic features, predict the synergy score measuring deviation from expected non-interaction effect. (1) Drug 1: C1CCC(CC1)NC(=O)N(CCCl)N=O. Drug 2: C(CN)CNCCSP(=O)(O)O. Cell line: SK-MEL-5. Synergy scores: CSS=-5.93, Synergy_ZIP=-1.05, Synergy_Bliss=-6.49, Synergy_Loewe=-18.4, Synergy_HSA=-11.3. (2) Drug 2: CC1CCC2CC(C(=CC=CC=CC(CC(C(=O)C(C(C(=CC(C(=O)CC(OC(=O)C3CCCCN3C(=O)C(=O)C1(O2)O)C(C)CC4CCC(C(C4)OC)OCCO)C)C)O)OC)C)C)C)OC. Drug 1: CC1=C(C=C(C=C1)C(=O)NC2=CC(=CC(=C2)C(F)(F)F)N3C=C(N=C3)C)NC4=NC=CC(=N4)C5=CN=CC=C5. Synergy scores: CSS=4.84, Synergy_ZIP=1.60, Synergy_Bliss=6.14, Synergy_Loewe=-1.14, Synergy_HSA=1.01. Cell line: RPMI-8226.